This data is from Reaction yield outcomes from USPTO patents with 853,638 reactions. The task is: Predict the reaction yield, written as a fraction of the theoretical maximum amount of product (1.0 means a 100% yield; for example, 0.34 means a 34% yield). (1) The reactants are CC1C(C[N:8]([CH2:10][C:11]2[S:15][CH:14]=[C:13]([C:16]3[CH:17]=[C:18]4[C:22](=[C:23]([C:25]([NH2:27])=[O:26])[CH:24]=3)[NH:21][CH:20]=[C:19]4[CH:28]3[CH2:33][CH2:32][N:31]([S:34]([CH2:37][CH3:38])(=[O:36])=[O:35])[CH2:30][CH2:29]3)[CH:12]=2)[CH3:9])=C(C)NN=1.[CH3:40][C:41]1C(CNC)=C(C)N[N:42]=1. No catalyst specified. The product is [C:41]([CH2:40][N:8]([CH2:10][C:11]1[S:15][CH:14]=[C:13]([C:16]2[CH:17]=[C:18]3[C:22](=[C:23]([C:25]([NH2:27])=[O:26])[CH:24]=2)[NH:21][CH:20]=[C:19]3[CH:28]2[CH2:33][CH2:32][N:31]([S:34]([CH2:37][CH3:38])(=[O:35])=[O:36])[CH2:30][CH2:29]2)[CH:12]=1)[CH3:9])#[N:42]. The yield is 0.127. (2) The reactants are Br[C:2]1[CH:11]=[C:10]2[C:5]([CH:6]=[CH:7][C:8]([O:16][CH:17]3[CH2:22][CH2:21][CH:20]([C:23]([F:26])([F:25])[F:24])[CH2:19][CH2:18]3)=[C:9]2[C:12]([F:15])([F:14])[F:13])=[CH:4][CH:3]=1.[CH3:27][O:28][C:29]([CH:31]1[CH2:38][CH:37]2[NH:39][CH:33]([CH2:34][CH2:35][CH2:36]2)[CH2:32]1)=[O:30].[C:40](=O)([O-])[O-:41].[K+].[K+].ClCCl.O1CCOCC1. No catalyst specified. The product is [CH3:27][O:28][C:29]([CH:31]1[CH2:38][CH:37]2[N:39]([C:40]([C:2]3[CH:3]=[CH:4][C:5]4[C:10](=[C:9]([C:12]([F:13])([F:15])[F:14])[C:8]([O:16][CH:17]5[CH2:22][CH2:21][CH:20]([C:23]([F:25])([F:26])[F:24])[CH2:19][CH2:18]5)=[CH:7][CH:6]=4)[CH:11]=3)=[O:41])[CH:33]([CH2:34][CH2:35][CH2:36]2)[CH2:32]1)=[O:30]. The yield is 0.140. (3) The reactants are [CH2:1]([C@H:8]1[CH2:13][N:12]([C:14]2[CH:23]=[CH:22][C:21]([O:24][CH3:25])=[C:20]3[C:15]=2[CH:16]=[CH:17][C:18]([C:26]([F:29])([F:28])[F:27])=[N:19]3)[CH2:11][CH2:10][N:9]1[CH2:30][C:31]([OH:33])=O)[C:2]1[CH:7]=[CH:6][CH:5]=[CH:4][CH:3]=1.Cl.[CH2:35]([O:38][NH2:39])[CH:36]=[CH2:37].C(N(CC)CC)C.C1CCC(N=C=NC2CCCCC2)CC1. The catalyst is C(Cl)Cl.CN(C1C=CN=CC=1)C.CCOC(C)=O. The product is [CH2:35]([O:38][NH:39][C:31](=[O:33])[CH2:30][N:9]1[CH2:10][CH2:11][N:12]([C:14]2[CH:23]=[CH:22][C:21]([O:24][CH3:25])=[C:20]3[C:15]=2[CH:16]=[CH:17][C:18]([C:26]([F:27])([F:28])[F:29])=[N:19]3)[CH2:13][C@@H:8]1[CH2:1][C:2]1[CH:3]=[CH:4][CH:5]=[CH:6][CH:7]=1)[CH:36]=[CH2:37]. The yield is 0.680. (4) The reactants are [OH:1][CH2:2][CH2:3][O:4][C:5]1[CH:6]=[C:7]([OH:11])[CH:8]=[CH:9][CH:10]=1.C(=O)([O-])[O-].[K+].[K+].Br[CH2:19][C:20]([O:22][C:23]([CH3:26])([CH3:25])[CH3:24])=[O:21]. The catalyst is O1CCCC1. The product is [OH:1][CH2:2][CH2:3][O:4][C:5]1[CH:6]=[C:7]([CH:8]=[CH:9][CH:10]=1)[O:11][CH2:19][C:20]([O:22][C:23]([CH3:26])([CH3:25])[CH3:24])=[O:21]. The yield is 0.690. (5) The reactants are [ClH:1].[C:2]([C:6]1[CH:11]=[CH:10][N:9]=[CH:8][CH:7]=1)([CH3:5])([CH3:4])[CH3:3]. The catalyst is [Pt](=O)=O.CCO. The product is [ClH:1].[C:2]([CH:6]1[CH2:11][CH2:10][NH:9][CH2:8][CH2:7]1)([CH3:5])([CH3:4])[CH3:3]. The yield is 0.920. (6) The reactants are Br[C:2]1[CH:3]=[CH:4][C:5]([C@H:8]2[N:11]([C:12]3[CH:17]=[CH:16][CH:15]=[CH:14][CH:13]=3)[C:10](=[O:18])[C@@H:9]2[CH2:19][CH2:20][C@@H:21]([C:23]2[CH:28]=[CH:27][C:26]([F:29])=[CH:25][CH:24]=2)[OH:22])=[N:6][CH:7]=1.[OH:30][C:31]1[CH:32]=[C:33](B(O)O)[CH:34]=[CH:35][CH:36]=1. No catalyst specified. The product is [F:29][C:26]1[CH:27]=[CH:28][C:23]([C@@H:21]([OH:22])[CH2:20][CH2:19][C@@H:9]2[C@@H:8]([C:5]3[CH:4]=[CH:3][C:2]([C:35]4[CH:34]=[CH:33][CH:32]=[C:31]([OH:30])[CH:36]=4)=[CH:7][N:6]=3)[N:11]([C:12]3[CH:17]=[CH:16][CH:15]=[CH:14][CH:13]=3)[C:10]2=[O:18])=[CH:24][CH:25]=1. The yield is 0.870. (7) The reactants are [C:1]([O:5][C:6]([NH:8][C:9]1([C:13]([OH:15])=O)[CH2:12][CH2:11][CH2:10]1)=[O:7])([CH3:4])([CH3:3])[CH3:2].CN[O:18][CH3:19].Cl.CCN(C(C)C)C(C)C.CN(C([O:37]N1N=NC2C=CC=NC1=2)=[N+](C)C)C.F[P-](F)(F)(F)(F)F. The catalyst is CN(C=O)C. The product is [C:1]([O:5][C:6]([NH:8][C:9]1([CH:13]([OH:15])[C:19]([OH:18])=[O:37])[CH2:10][CH2:11][CH2:12]1)=[O:7])([CH3:2])([CH3:3])[CH3:4]. The yield is 0.870. (8) The reactants are F[C:2]1[CH:7]=[CH:6][C:5]([C:8]2[O:12][N:11]=[C:10]([C:13]3[CH:18]=[CH:17][C:16]([O:19][CH:20]([CH3:22])[CH3:21])=[C:15]([C:23]([F:26])([F:25])[F:24])[CH:14]=3)[N:9]=2)=[CH:4][CH:3]=1.[CH2:27]([O:34][CH2:35][CH:36]([NH2:38])[CH3:37])[C:28]1[CH:33]=[CH:32][CH:31]=[CH:30][CH:29]=1.C(=O)([O-])[O-].[K+].[K+]. The catalyst is CS(C)=O.C(OCC)(=O)C.O.CCOC(C)=O.CCCCCCC. The product is [CH2:27]([O:34][CH2:35][CH:36]([NH:38][C:2]1[CH:7]=[CH:6][C:5]([C:8]2[O:12][N:11]=[C:10]([C:13]3[CH:18]=[CH:17][C:16]([O:19][CH:20]([CH3:22])[CH3:21])=[C:15]([C:23]([F:26])([F:25])[F:24])[CH:14]=3)[N:9]=2)=[CH:4][CH:3]=1)[CH3:37])[C:28]1[CH:33]=[CH:32][CH:31]=[CH:30][CH:29]=1. The yield is 0.589. (9) The reactants are [CH:1]([NH:4][C@@H:5]([CH3:11])[C:6]([O:8][CH2:9][CH3:10])=[O:7])([CH3:3])[CH3:2].Cl[C:13]1[C:22]([N+:23]([O-:25])=[O:24])=[CH:21][C:16]([C:17]([O:19][CH3:20])=[O:18])=[CH:15][N:14]=1. The catalyst is CCOC(C)=O. The product is [CH2:9]([O:8][C:6](=[O:7])[C@@H:5]([N:4]([CH:1]([CH3:3])[CH3:2])[C:13]1[C:22]([N+:23]([O-:25])=[O:24])=[CH:21][C:16]([C:17]([O:19][CH3:20])=[O:18])=[CH:15][N:14]=1)[CH3:11])[CH3:10]. The yield is 0.420. (10) The reactants are CN(C(ON1N=NC2C=CC=NC1=2)=[N+](C)C)C.F[P-](F)(F)(F)(F)F.[F:25][C:26]1[CH:31]=[CH:30][C:29]([C:32]2[O:33][C:34]3[CH:44]=[CH:43][C:42]([C:45]4[CH:46]=[C:47]([CH:51]=[CH:52][CH:53]=4)[C:48](O)=[O:49])=[CH:41][C:35]=3[C:36]=2[C:37](=[O:40])[NH:38][CH3:39])=[CH:28][CH:27]=1.Cl.[NH2:55][C:56]([CH3:62])([CH3:61])[C:57]([O:59]C)=[O:58].CCN(C(C)C)C(C)C. The catalyst is ClCCCl.CN(C=O)C. The product is [F:25][C:26]1[CH:31]=[CH:30][C:29]([C:32]2[O:33][C:34]3[CH:44]=[CH:43][C:42]([C:45]4[CH:46]=[C:47]([CH:51]=[CH:52][CH:53]=4)[C:48]([NH:55][C:56]([CH3:62])([CH3:61])[C:57]([OH:59])=[O:58])=[O:49])=[CH:41][C:35]=3[C:36]=2[C:37](=[O:40])[NH:38][CH3:39])=[CH:28][CH:27]=1. The yield is 1.10.